This data is from Reaction yield outcomes from USPTO patents with 853,638 reactions. The task is: Predict the reaction yield, written as a fraction of the theoretical maximum amount of product (1.0 means a 100% yield; for example, 0.34 means a 34% yield). (1) The reactants are FC(F)(F)C(O)=O.[Cl:8][C:9]1[CH:10]=[N:11][C:12]2[NH:13][C:14]3[CH:15]=[CH:16][CH:17]=[C:18]([CH:32]=3)[CH2:19][CH2:20][C:21]3[CH:29]=[C:25]([NH:26][C:27]=1[N:28]=2)[CH:24]=[C:23]([CH2:30]O)[CH:22]=3.CS(Cl)(=O)=O.C(N(CC)C(C)C)(C)C.[C:47]([O:51][C:52]([N:54]1[CH2:59][CH2:58][NH:57][CH2:56][CH2:55]1)=[O:53])([CH3:50])([CH3:49])[CH3:48]. The catalyst is C1COCC1.CN(C=O)C.Cl.C(OCC)(=O)C. The product is [Cl:8][C:9]1[CH:10]=[N:11][C:12]2[NH:13][C:14]3[CH:15]=[CH:16][CH:17]=[C:18]([CH:32]=3)[CH2:19][CH2:20][C:21]3[CH:29]=[C:25]([NH:26][C:27]=1[N:28]=2)[CH:24]=[C:23]([CH2:30][N:57]1[CH2:56][CH2:55][N:54]([C:52]([O:51][C:47]([CH3:50])([CH3:49])[CH3:48])=[O:53])[CH2:59][CH2:58]1)[CH:22]=3. The yield is 0.500. (2) The reactants are [Br:1][C:2]1[CH:3]=[C:4]2[C:11]3([C:15](=[O:16])[NH:14][C:13](=O)[NH:12]3)[CH2:10][CH:9]([C:18]3[S:19][CH:20]=[CH:21][CH:22]=3)[O:8][C:5]2=[CH:6][CH:7]=1.COC1C=CC(P2(SP(C3C=CC(OC)=CC=3)(=S)S2)=[S:32])=CC=1. The catalyst is O1CCOCC1. The product is [Br:1][C:2]1[CH:3]=[C:4]2[C:11]3([C:15](=[O:16])[NH:14][C:13](=[S:32])[NH:12]3)[CH2:10][CH:9]([C:18]3[S:19][CH:20]=[CH:21][CH:22]=3)[O:8][C:5]2=[CH:6][CH:7]=1. The yield is 0.800. (3) The reactants are [Br:1][C:2]1[CH:3]=[C:4]([CH:7]=[CH:8][C:9]=1F)[CH:5]=[O:6].[NH:11]1[CH2:16][CH2:15][O:14][CH2:13][CH2:12]1.C([O-])([O-])=O.[K+].[K+]. The catalyst is N1C=CC=CC=1. The product is [Br:1][C:2]1[CH:3]=[C:4]([CH:7]=[CH:8][C:9]=1[N:11]1[CH2:16][CH2:15][O:14][CH2:13][CH2:12]1)[CH:5]=[O:6]. The yield is 0.580. (4) The reactants are N1[C:5]([C:6]2[CH:11]=[CH:10][C:9]([Br:12])=[CH:8][N:7]=2)=[N:4][N:3]=N1.N1C=CC=CC=1.[C:19](OCC)(=[O:21])[CH3:20]. The catalyst is C(OC(=O)C)(=O)C. The product is [CH3:20][C:19]1[O:21][C:5]([C:6]2[CH:11]=[CH:10][C:9]([Br:12])=[CH:8][N:7]=2)=[N:4][N:3]=1. The yield is 0.800. (5) The reactants are [CH2:1]([O:3][C:4]([CH:6]1[C:11](=[O:12])[CH2:10][CH2:9][N:8]([C:13]([O:15][C:16]([CH3:19])([CH3:18])[CH3:17])=[O:14])[CH2:7]1)=[O:5])[CH3:2].Cl.[N:21]1[CH:26]=[CH:25][CH:24]=[CH:23][C:22]=1CCl.[C:29](=O)([O-])[O-].[K+].[K+].[I-].[K+].C1N2CCN(CC2)C1. The catalyst is CN(C=O)C.O. The product is [CH2:1]([O:3][C:4]([C:6]1([C:22]2[CH:23]=[CH:24][CH:25]=[CH:26][N:21]=2)[C:11](=[O:12])[CH2:10][CH2:9][N:8]([C:13]([O:15][C:16]([CH3:18])([CH3:17])[CH3:19])=[O:14])[CH:7]1[CH3:29])=[O:5])[CH3:2]. The yield is 0.650. (6) The reactants are [Cl:1][C:2]1[CH:7]=[CH:6][C:5]([CH2:8][C:9](N)=[O:10])=[CH:4][C:3]=1[N+:12]([O-:14])=[O:13].[CH3:15][OH:16]. No catalyst specified. The product is [CH3:15][O:16][C:9](=[O:10])[CH2:8][C:5]1[CH:6]=[CH:7][C:2]([Cl:1])=[C:3]([N+:12]([O-:14])=[O:13])[CH:4]=1. The yield is 0.890. (7) The reactants are C[O:2][C:3]([C:5]1[CH:13]=[C:12]2[C:8]([C:9]3[CH:17]=[C:16]([CH3:18])[CH:15]=[N:14][C:10]=3[NH:11]2)=[C:7]([C:19]2[CH:24]=[CH:23][CH:22]=[C:21]([S:25]([CH2:28][CH3:29])(=[O:27])=[O:26])[CH:20]=2)[CH:6]=1)=[O:4].[OH-].[Na+].Cl. The catalyst is CO. The product is [CH2:28]([S:25]([C:21]1[CH:20]=[C:19]([C:7]2[CH:6]=[C:5]([C:3]([OH:4])=[O:2])[CH:13]=[C:12]3[C:8]=2[C:9]2[CH:17]=[C:16]([CH3:18])[CH:15]=[N:14][C:10]=2[NH:11]3)[CH:24]=[CH:23][CH:22]=1)(=[O:27])=[O:26])[CH3:29]. The yield is 0.900.